Predict which catalyst facilitates the given reaction. From a dataset of Catalyst prediction with 721,799 reactions and 888 catalyst types from USPTO. (1) Reactant: [NH2:1][CH2:2][C:3]1[CH:4]=[C:5]([C:9]2[CH:10]=[C:11]3[C:16](=[CH:17][CH:18]=2)[N:15]([CH3:19])[C:14](=[O:20])[CH2:13][CH2:12]3)[CH:6]=[N:7][CH:8]=1.CCN=C=NCCCN(C)C.CCN(C(C)C)C(C)C.[C:41](O)(=[O:44])[CH2:42][CH3:43].[NH4+].[Cl-]. Product: [CH3:19][N:15]1[C:16]2[C:11](=[CH:10][C:9]([C:5]3[CH:4]=[C:3]([CH2:2][NH:1][C:41](=[O:44])[CH2:42][CH3:43])[CH:8]=[N:7][CH:6]=3)=[CH:18][CH:17]=2)[CH2:12][CH2:13][C:14]1=[O:20]. The catalyst class is: 31. (2) Reactant: O.[OH-].[Li+].[F:4][C:5]1[CH:6]=[C:7]([C@H:12]2[N:20]3[C@@H:15]([CH2:16][CH2:17][CH:18](P(=O)(OCC)OCC)[C:19]3=[O:21])[CH2:14][CH2:13]2)[CH:8]=[CH:9][C:10]=1[F:11].[CH3:30][O:31][C:32]1[CH:33]=[C:34]([CH:37]=[CH:38][C:39]=1[N:40]1[CH:44]=[N:43][C:42]([CH3:45])=[N:41]1)[CH:35]=O.C(O)C. Product: [F:4][C:5]1[CH:6]=[C:7]([C@H:12]2[N:20]3[C@@H:15]([CH2:16][CH2:17]/[C:18](=[CH:35]\[C:34]4[CH:37]=[CH:38][C:39]([N:40]5[CH:44]=[N:43][C:42]([CH3:45])=[N:41]5)=[C:32]([O:31][CH3:30])[CH:33]=4)/[C:19]3=[O:21])[CH2:14][CH2:13]2)[CH:8]=[CH:9][C:10]=1[F:11]. The catalyst class is: 20. (3) Reactant: [NH:1]1[C:9]2[C:4](=[CH:5][C:6]([O:10][C:11]3[C:20]4[C:15](=[CH:16][C:17]([O:23][CH2:24][C@@H:25]5[CH2:27][O:26]5)=[C:18]([O:21][CH3:22])[CH:19]=4)[N:14]=[CH:13][N:12]=3)=[CH:7][CH:8]=2)[CH:3]=[CH:2]1.[CH:28]([NH:31][CH:32]([CH3:34])[CH3:33])([CH3:30])[CH3:29]. Product: [OH:26][C@@H:25]([CH2:27][N:31]([CH:32]([CH3:34])[CH3:33])[CH:28]([CH3:30])[CH3:29])[CH2:24][O:23][C:17]1[CH:16]=[C:15]2[C:20]([C:11]([O:10][C:6]3[CH:5]=[C:4]4[C:9](=[CH:8][CH:7]=3)[NH:1][CH:2]=[CH:3]4)=[N:12][CH:13]=[N:14]2)=[CH:19][C:18]=1[O:21][CH3:22]. The catalyst class is: 3.